Task: Predict which catalyst facilitates the given reaction.. Dataset: Catalyst prediction with 721,799 reactions and 888 catalyst types from USPTO (1) Reactant: [Cl:1][C:2]1[C:10]2[CH:9]=[C:8]([O:11][CH2:12][C:13]3[CH:18]=[CH:17][C:16]([O:19][CH:20]([CH3:22])[CH3:21])=[C:15]([C:23]([F:26])([F:25])[F:24])[CH:14]=3)[CH:7]=[CH:6][C:5]=2[N:4]2[CH2:27][CH2:28][C@H:29]([CH2:30][C:31]([OH:33])=[O:32])[C:3]=12.[CH2:34]([NH2:37])[CH2:35][NH2:36].C(#N)C. Product: [OH2:11].[CH2:34]([NH2:37])[CH2:35][NH2:36].[Cl:1][C:2]1[C:10]2[CH:9]=[C:8]([O:11][CH2:12][C:13]3[CH:18]=[CH:17][C:16]([O:19][CH:20]([CH3:22])[CH3:21])=[C:15]([C:23]([F:24])([F:25])[F:26])[CH:14]=3)[CH:7]=[CH:6][C:5]=2[N:4]2[CH2:27][CH2:28][C@H:29]([CH2:30][C:31]([OH:33])=[O:32])[C:3]=12. The catalyst class is: 1. (2) Reactant: [Cl:1][C:2]1[CH:16]=[CH:15][C:5]([CH2:6][O:7][C:8]2[CH:13]=[CH:12][NH:11][C:10](=[O:14])[CH:9]=2)=[CH:4][CH:3]=1.Br[C:18]1[CH:19]=[CH:20][C:21]2[C:22]3[CH2:32][N:31]([C:33]([O:35][CH2:36][CH2:37][CH2:38][CH3:39])=[O:34])[CH2:30][CH2:29][CH2:28][C:23]=3[N:24]([CH3:27])[C:25]=2[CH:26]=1.OC1C=CC=C2C=1N=CC=C2.C([O-])([O-])=O.[Cs+].[Cs+]. Product: [Cl:1][C:2]1[CH:16]=[CH:15][C:5]([CH2:6][O:7][C:8]2[CH:13]=[CH:12][N:11]([C:18]3[CH:19]=[CH:20][C:21]4[C:22]5[CH2:32][N:31]([C:33]([O:35][CH2:36][CH2:37][CH2:38][CH3:39])=[O:34])[CH2:30][CH2:29][CH2:28][C:23]=5[N:24]([CH3:27])[C:25]=4[CH:26]=3)[C:10](=[O:14])[CH:9]=2)=[CH:4][CH:3]=1. The catalyst class is: 156. (3) Reactant: [Cl:1][C:2]1[CH:3]=[C:4]([CH2:14][N:15]2[C:19]([CH3:20])=[CH:18][C:17]([C:21]([O:23]CC)=[O:22])=[N:16]2)[C:5]2[O:9][C:8]([CH2:10][CH2:11][CH3:12])=[CH:7][C:6]=2[CH:13]=1.[OH-].[Na+]. Product: [Cl:1][C:2]1[CH:3]=[C:4]([CH2:14][N:15]2[C:19]([CH3:20])=[CH:18][C:17]([C:21]([OH:23])=[O:22])=[N:16]2)[C:5]2[O:9][C:8]([CH2:10][CH2:11][CH3:12])=[CH:7][C:6]=2[CH:13]=1. The catalyst class is: 8. (4) Reactant: [C:1]([C:3]1[CH:4]=[C:5]([CH:31]=[CH:32][CH:33]=1)[C:6]([NH:8][C:9]1[CH:10]=[CH:11][C:12]2[O:16][N:15]=[C:14]([CH:17]3[CH2:22][CH2:21][N:20](C(OC(C)(C)C)=O)[CH2:19][CH2:18]3)[C:13]=2[CH:30]=1)=[O:7])#[N:2].FC(F)(F)C(O)=O. Product: [C:1]([C:3]1[CH:4]=[C:5]([CH:31]=[CH:32][CH:33]=1)[C:6]([NH:8][C:9]1[CH:10]=[CH:11][C:12]2[O:16][N:15]=[C:14]([CH:17]3[CH2:18][CH2:19][NH:20][CH2:21][CH2:22]3)[C:13]=2[CH:30]=1)=[O:7])#[N:2]. The catalyst class is: 4. (5) Reactant: [Cl:1][C:2]1[CH:3]=[CH:4][C:5]([F:29])=[C:6]([N:8]2[CH2:12][C:11]([CH2:19][CH2:20][CH2:21][OH:22])([C:13]3[CH:18]=[CH:17][CH:16]=[CH:15][CH:14]=3)[C:10]([C:23](N(OC)C)=[O:24])=[N:9]2)[CH:7]=1.[Li][CH3:31]. Product: [Cl:1][C:2]1[CH:3]=[CH:4][C:5]([F:29])=[C:6]([N:8]2[CH2:12][C:11]([CH2:19][CH2:20][CH2:21][OH:22])([C:13]3[CH:18]=[CH:17][CH:16]=[CH:15][CH:14]=3)[C:10]([C:23](=[O:24])[CH3:31])=[N:9]2)[CH:7]=1. The catalyst class is: 1. (6) Reactant: C([O:8][NH:9][C:10](=[O:35])[CH2:11][CH2:12][CH2:13][CH2:14][CH2:15][CH2:16][CH2:17][O:18][C:19]1[CH:34]=[CH:33][C:22]2[O:23][CH2:24][C:25]3[CH:32]=[CH:31][CH:30]=[CH:29][C:26]=3[C:27](=[O:28])[C:21]=2[CH:20]=1)C1C=CC=CC=1. Product: [OH:8][NH:9][C:10](=[O:35])[CH2:11][CH2:12][CH2:13][CH2:14][CH2:15][CH2:16][CH2:17][O:18][C:19]1[CH:34]=[CH:33][C:22]2[O:23][CH2:24][C:25]3[CH:32]=[CH:31][CH:30]=[CH:29][C:26]=3[C:27](=[O:28])[C:21]=2[CH:20]=1. The catalyst class is: 19.